From a dataset of NCI-60 drug combinations with 297,098 pairs across 59 cell lines. Regression. Given two drug SMILES strings and cell line genomic features, predict the synergy score measuring deviation from expected non-interaction effect. Drug 1: CC1=C2C(C(=O)C3(C(CC4C(C3C(C(C2(C)C)(CC1OC(=O)C(C(C5=CC=CC=C5)NC(=O)OC(C)(C)C)O)O)OC(=O)C6=CC=CC=C6)(CO4)OC(=O)C)OC)C)OC. Drug 2: CS(=O)(=O)OCCCCOS(=O)(=O)C. Cell line: NCI-H322M. Synergy scores: CSS=32.7, Synergy_ZIP=-5.29, Synergy_Bliss=-5.96, Synergy_Loewe=-82.0, Synergy_HSA=-9.23.